This data is from hERG potassium channel inhibition data for cardiac toxicity prediction from Karim et al.. The task is: Regression/Classification. Given a drug SMILES string, predict its toxicity properties. Task type varies by dataset: regression for continuous values (e.g., LD50, hERG inhibition percentage) or binary classification for toxic/non-toxic outcomes (e.g., AMES mutagenicity, cardiotoxicity, hepatotoxicity). Dataset: herg_karim. (1) The result is 1 (blocker). The compound is O=c1ccc2ncc(F)c3c2n1CC3(O)CC12CCC(NCCc3cc(F)ccc3F)(CC1)CO2. (2) The compound is O=C(CNC(=O)c1cccc(C(F)(F)F)c1)N[C@@H]1CCN(CCC2CCN(C(=O)c3ccccc3Cl)CC2)C1. The result is 0 (non-blocker). (3) The molecule is CC1(C)Oc2ccc(NC(=O)c3ccc(Cl)cn3)cc2[C@@]2(COC(N)=N2)C12COC2. The result is 0 (non-blocker). (4) The molecule is COc1ccc([C@@H](C)N[C@@H]2CC[C@@H](C(=O)N3CCC(c4ccccc4)(N4CCCOC4=O)CC3)C(C)(C)C2)cc1. The result is 0 (non-blocker).